Task: Binary Classification. Given a miRNA mature sequence and a target amino acid sequence, predict their likelihood of interaction.. Dataset: Experimentally validated miRNA-target interactions with 360,000+ pairs, plus equal number of negative samples (1) The protein sequence of the target gene is MEGSRPRSSLSLASSASTISSLSSLSPKKPTRAVNKIHAFGKRGNALRRDPNLPVHIRGWLHKQDSSGLRLWKRRWFVLSGHCLFYYKDSREESVLGSVLLPSYNIRPDGPGAPRGRRFTFTAEHPGMRTYVLAADTLEDLRGWLRALGRASRAEGDDYGQPRSPARPQPGEGPGGPGGPPEVSRGEEGRISESPEVTRLSRGRGRPRLLTPSPTTDLHSGLQMRRARSPDLFTPLSRPPSPLSLPRPRSAPARRPPAPSGDTAPPARPHTPLSRIDVRPPLDWGPQRQTLSRPPTPRRG.... The miRNA is hsa-miR-335-5p with sequence UCAAGAGCAAUAACGAAAAAUGU. Result: 1 (interaction). (2) The miRNA is hsa-miR-548h-3p with sequence CAAAAACCGCAAUUACUUUUGCA. The protein sequence of the target gene is MGDTWAQLPWPGPPHPAMLLISLLLAAGLMHSDAGTSCPVLCTCRNQVVDCSSQRLFSVPPDLPMDTRNLSLAHNRITAVPPGYLTCYMELQVLDLHNNSLMELPRGLFLHAKRLAHLDLSYNNFSHVPADMFQEAHGLVHIDLSHNPWLRRVHPQAFQGLMQLRDLDLSYGGLAFLSLEALEGLPGLVTLQIGGNPWVCGCTMEPLLKWLRNRIQRCTADSQLAECRGPPEVEGAPLFSLTEESFKACHLTLTLDDYLFIAFVGFVVSIASVATNFLLGITANCCHRWSKASEEEEI. Result: 1 (interaction). (3) The miRNA is mmu-miR-344f-5p with sequence AGUCAGUCUCCUGGCUGGAGUC. The protein sequence of the target gene is MSKEERPGREEILECQVMWEPDSKKNTQMDRFRAAVGAACGLALESYDDLYHWSVESYSDFWAEFWKFSGIVFSRVYDEVVDTSKGIADVPEWFKGSRLNYAENLLRHKENDRVALYIAREGKEEIVKVTFEELRQEVALFAAAMRKMGVKKGDRVVGYLPNSEHAVEAMLAAASIGAIWSSTSPDFGVNGVLDRFSQIQPKLIFSVEAVVYNGKEHNHMEKLQQVVKGLPDLKKVVVIPYVSSRENIDLSKIPNSVFLDDFLATGTSEQAPQLEFEQLPFSHPLFIMFSSGTTGAPKCM.... Result: 0 (no interaction). (4) The miRNA is hsa-miR-6779-5p with sequence CUGGGAGGGGCUGGGUUUGGC. The protein sequence of the target gene is MDLFGDLPEPERSPRPAAGKEAQKGPLLFDDLPPASSTDSGSGGPLLFDDLPPASSGDSGSLATSISQMVKTEGKGAKRKTSEEEKNGSEELVEKKVCKASSVIFGLKGYVAERKGEREEMQDAHVILNDITEECRPPSSLITRVSYFAVFDGHGGIRASKFAAQNLHQNLIRKFPKGDVISVEKTVKRCLLDTFKHTDEEFLKQASSQKPAWKDGSTATCVLAVDNILYIANLGDSRAILCRYNEESQKHAALSLSKEHNPTQYEERMRIQKAGGNVRDGRVLGVLEVSRSIGDGQYKR.... Result: 0 (no interaction). (5) The miRNA is ath-miR163 with sequence UUGAAGAGGACUUGGAACUUCGAU. The protein sequence of the target gene is MGDSHVDTSSTVSEAVAEEVSLFSMTDMILFSLIVGLLTYWFLFRKKKEEVPEFTKIQTLTSSVRESSFVEKMKKTGRNIIVFYGSQTGTAEEFANRLSKDAHRYGMRGMSADPEEYDLADLSSLPEIDNALVVFCMATYGEGDPTDNAQDFYDWLQETDVDLSGVKFAVFGLGNKTYEHFNAMGKYVDKRLEQLGAQRIFELGLGDDDGNLEEDFITWREQFWPAVCEHFGVEATGEESSIRQYELVVHTDIDAAKVYMGEMGRLKSYENQKPPFDAKNPFLAAVTTNRKLNQGTERHL.... Result: 0 (no interaction). (6) The miRNA is hsa-miR-3681-5p with sequence UAGUGGAUGAUGCACUCUGUGC. The protein sequence of the target gene is MIPPADSLLKYDTPVLVSRNTEKRSPKARLLKVSPQQPGPSGSAPQPPKTKLPSTPCVPDPTKQAEEILNAILPPREWVEDTQLWIQQVSSTPSTRMDVVHLQEQLDLKLQQRQARETGICPVRRELYSQCFDELIREVTINCAERGLLLLRVRDEIRMTIAAYQTLYESSVAFGMRKALQAEQGKSDMERKIAELETEKRDLERQVNEQKAKCEATEKRESERRQVEEKKHNEEIQFLKRTNQQLKAQLEGIIAPKK. Result: 0 (no interaction).